From a dataset of Merck oncology drug combination screen with 23,052 pairs across 39 cell lines. Regression. Given two drug SMILES strings and cell line genomic features, predict the synergy score measuring deviation from expected non-interaction effect. (1) Drug 1: O=C(NOCC(O)CO)c1ccc(F)c(F)c1Nc1ccc(I)cc1F. Drug 2: CCc1cnn2c(NCc3ccc[n+]([O-])c3)cc(N3CCCCC3CCO)nc12. Cell line: A2780. Synergy scores: synergy=2.78. (2) Drug 1: O=C(CCCCCCC(=O)Nc1ccccc1)NO. Drug 2: CS(=O)(=O)CCNCc1ccc(-c2ccc3ncnc(Nc4ccc(OCc5cccc(F)c5)c(Cl)c4)c3c2)o1. Cell line: UACC62. Synergy scores: synergy=30.9. (3) Drug 1: CCC1(O)CC2CN(CCc3c([nH]c4ccccc34)C(C(=O)OC)(c3cc4c(cc3OC)N(C)C3C(O)(C(=O)OC)C(OC(C)=O)C5(CC)C=CCN6CCC43C65)C2)C1. Drug 2: COC1CC2CCC(C)C(O)(O2)C(=O)C(=O)N2CCCCC2C(=O)OC(C(C)CC2CCC(OP(C)(C)=O)C(OC)C2)CC(=O)C(C)C=C(C)C(O)C(OC)C(=O)C(C)CC(C)C=CC=CC=C1C. Cell line: A2058. Synergy scores: synergy=50.5. (4) Drug 1: O=S1(=O)NC2(CN1CC(F)(F)F)C1CCC2Cc2cc(C=CCN3CCC(C(F)(F)F)CC3)ccc2C1. Drug 2: CCc1c2c(nc3ccc(O)cc13)-c1cc3c(c(=O)n1C2)COC(=O)C3(O)CC. Cell line: OVCAR3. Synergy scores: synergy=20.3. (5) Drug 1: O=c1[nH]cc(F)c(=O)[nH]1. Drug 2: COC1=C2CC(C)CC(OC)C(O)C(C)C=C(C)C(OC(N)=O)C(OC)C=CC=C(C)C(=O)NC(=CC1=O)C2=O. Cell line: SW620. Synergy scores: synergy=-2.85. (6) Drug 2: N.N.O=C(O)C1(C(=O)O)CCC1.[Pt]. Synergy scores: synergy=-14.2. Drug 1: O=S1(=O)NC2(CN1CC(F)(F)F)C1CCC2Cc2cc(C=CCN3CCC(C(F)(F)F)CC3)ccc2C1. Cell line: NCIH460. (7) Drug 1: COc1cccc2c1C(=O)c1c(O)c3c(c(O)c1C2=O)CC(O)(C(=O)CO)CC3OC1CC(N)C(O)C(C)O1. Drug 2: Cn1nnc2c(C(N)=O)ncn2c1=O. Cell line: A427. Synergy scores: synergy=2.50.